From a dataset of Full USPTO retrosynthesis dataset with 1.9M reactions from patents (1976-2016). Predict the reactants needed to synthesize the given product. (1) The reactants are: C([O:3][C:4]([CH:6]1[CH2:11][CH2:10][N:9]([C:12]([O:14][CH2:15][C:16]2[CH:21]=[CH:20][CH:19]=[CH:18][CH:17]=2)=[O:13])[CH2:8][CH2:7]1)=O)C.[H-].C([Al+]CC(C)C)C(C)C. Given the product [CH2:15]([O:14][C:12]([N:9]1[CH2:10][CH2:11][CH:6]([CH2:4][OH:3])[CH2:7][CH2:8]1)=[O:13])[C:16]1[CH:21]=[CH:20][CH:19]=[CH:18][CH:17]=1, predict the reactants needed to synthesize it. (2) Given the product [F:33][C:34]1[CH:41]=[CH:40][C:37]([CH2:38][N:20]2[CH2:21][CH2:22][CH:17]([N:16]([CH3:23])[C:14]([N:12]3[CH:13]=[C:9]([C:6]4[CH:7]=[CH:8][C:3]([OH:2])=[CH:4][CH:5]=4)[N:10]=[CH:11]3)=[O:15])[CH2:18][CH2:19]2)=[CH:36][C:35]=1[O:42][CH3:43], predict the reactants needed to synthesize it. The reactants are: Br.[OH:2][C:3]1[CH:8]=[CH:7][C:6]([C:9]2[N:10]=[CH:11][N:12]([C:14]([N:16]([CH3:23])[CH:17]3[CH2:22][CH2:21][NH:20][CH2:19][CH2:18]3)=[O:15])[CH:13]=2)=[CH:5][CH:4]=1.C(N(CC)C(C)C)(C)C.[F:33][C:34]1[CH:41]=[CH:40][C:37]([CH:38]=O)=[CH:36][C:35]=1[O:42][CH3:43].C(O[BH-](OC(=O)C)OC(=O)C)(=O)C.[Na+].C(O)(=O)C. (3) Given the product [Br:1][C:2]1[CH:3]=[C:4]2[C:10]([C:30]3[CH:35]=[CH:34][CH:33]=[CH:32][CH:31]=3)=[C:9]([C:12]3[CH:17]=[CH:16][C:15]([C:18]4([NH2:22])[CH2:19][CH2:20][CH2:21]4)=[CH:14][CH:13]=3)[O:8][C:5]2=[N:6][CH:7]=1, predict the reactants needed to synthesize it. The reactants are: [Br:1][C:2]1[CH:3]=[C:4]2[C:10](I)=[C:9]([C:12]3[CH:17]=[CH:16][C:15]([C:18]4([NH:22]C(=O)OC(C)(C)C)[CH2:21][CH2:20][CH2:19]4)=[CH:14][CH:13]=3)[O:8][C:5]2=[N:6][CH:7]=1.[C:30]1(P([C:30]2[CH:35]=[CH:34][CH:33]=[CH:32][CH:31]=2)[C:30]2[CH:35]=[CH:34][CH:33]=[CH:32][CH:31]=2)[CH:35]=[CH:34][CH:33]=[CH:32][CH:31]=1.[F-].[Cs+].C1(B(O)O)C=CC=CC=1.